Dataset: NCI-60 drug combinations with 297,098 pairs across 59 cell lines. Task: Regression. Given two drug SMILES strings and cell line genomic features, predict the synergy score measuring deviation from expected non-interaction effect. (1) Drug 1: C1=NC(=NC(=O)N1C2C(C(C(O2)CO)O)O)N. Drug 2: CC1C(C(CC(O1)OC2CC(CC3=C2C(=C4C(=C3O)C(=O)C5=CC=CC=C5C4=O)O)(C(=O)C)O)N)O. Cell line: HT29. Synergy scores: CSS=47.5, Synergy_ZIP=-3.39, Synergy_Bliss=0.0291, Synergy_Loewe=2.14, Synergy_HSA=3.48. (2) Drug 1: C1CCC(CC1)NC(=O)N(CCCl)N=O. Drug 2: CC(C)(C#N)C1=CC(=CC(=C1)CN2C=NC=N2)C(C)(C)C#N. Cell line: UACC-257. Synergy scores: CSS=0.670, Synergy_ZIP=-0.474, Synergy_Bliss=-1.73, Synergy_Loewe=-3.32, Synergy_HSA=-4.46.